From a dataset of Full USPTO retrosynthesis dataset with 1.9M reactions from patents (1976-2016). Predict the reactants needed to synthesize the given product. Given the product [CH2:12]([O:10][C:9](=[O:11])[CH2:8][C:4]1[CH:5]=[CH:6][CH:7]=[C:2]([Br:1])[CH:3]=1)[CH3:13], predict the reactants needed to synthesize it. The reactants are: [Br:1][C:2]1[CH:3]=[C:4]([CH2:8][C:9]([OH:11])=[O:10])[CH:5]=[CH:6][CH:7]=1.[CH2:12](O)[CH3:13].